Dataset: Forward reaction prediction with 1.9M reactions from USPTO patents (1976-2016). Task: Predict the product of the given reaction. (1) Given the reactants [Cl-].[CH:2]1([NH2+:10][CH2:11][CH2:12]Cl)[CH2:9][CH2:8][CH2:7][CH2:6][CH2:5][CH2:4][CH2:3]1.[CH3:14][C:15]1[CH:20]=[C:19]([N+:21]([O-:23])=[O:22])[CH:18]=[CH:17][C:16]=1[N:24]=[C:25]=[S:26], predict the reaction product. The product is: [CH3:14][C:15]1[CH:20]=[C:19]([N+:21]([O-:23])=[O:22])[CH:18]=[CH:17][C:16]=1[N:24]=[C:25]1[N:10]([CH:2]2[CH2:9][CH2:8][CH2:7][CH2:6][CH2:5][CH2:4][CH2:3]2)[CH2:11][CH2:12][S:26]1. (2) Given the reactants Cl[C:2]1(Cl)[C@@H:6]2[N:7]([C:10]([O:12][CH2:13][C:14]3[CH:19]=[CH:18][CH:17]=[CH:16][CH:15]=3)=[O:11])[CH2:8][CH2:9][C@@H:5]2[CH2:4][C:3]1=[O:20].[Cl-].[NH4+], predict the reaction product. The product is: [O:20]=[C:3]1[CH2:2][C@@H:6]2[N:7]([C:10]([O:12][CH2:13][C:14]3[CH:19]=[CH:18][CH:17]=[CH:16][CH:15]=3)=[O:11])[CH2:8][CH2:9][C@@H:5]2[CH2:4]1.